Dataset: Catalyst prediction with 721,799 reactions and 888 catalyst types from USPTO. Task: Predict which catalyst facilitates the given reaction. (1) Reactant: [CH2:1]1[C:17]2[C:16]3[NH:15][C:14]4[CH:13]=[CH:12][CH:11]=[CH:10][C:9]=4[C:8]=3[CH:7]=[CH:6][C:5]=2[CH:4]=[CH:3][CH2:2]1.ClC1C(=O)C(C#N)=C(C#N)C(=O)C=1Cl. Product: [CH:1]1[C:17]2[C:16]3[NH:15][C:14]4[CH:13]=[CH:12][CH:11]=[CH:10][C:9]=4[C:8]=3[CH:7]=[CH:6][C:5]=2[CH:4]=[CH:3][CH:2]=1. The catalyst class is: 48. (2) Reactant: [Cl:1][C:2]1[C:7]([CH:8]=[N:9][OH:10])=[C:6]([Cl:11])[N:5]=[CH:4][N:3]=1.[Cl:12]N1C(=O)CCC1=O. Product: [Cl:11][C:6]1[C:7]([C:8]([Cl:12])=[N:9][OH:10])=[C:2]([Cl:1])[N:3]=[CH:4][N:5]=1. The catalyst class is: 39. (3) Reactant: C([N:8]([CH2:30][C@H:31]([OH:41])[C:32]1[CH:37]=[CH:36][C:35]([OH:38])=[C:34]([CH2:39][OH:40])[CH:33]=1)[CH2:9][CH2:10][CH2:11][CH2:12][CH2:13][CH2:14][CH2:15][O:16][CH2:17][CH2:18][CH2:19][C:20]1[CH:21]=[C:22]([S:26]([NH2:29])(=[O:28])=[O:27])[CH:23]=[CH:24][CH:25]=1)C1C=CC=CC=1. Product: [OH:41][C@H:31]([C:32]1[CH:37]=[CH:36][C:35]([OH:38])=[C:34]([CH2:39][OH:40])[CH:33]=1)[CH2:30][NH:8][CH2:9][CH2:10][CH2:11][CH2:12][CH2:13][CH2:14][CH2:15][O:16][CH2:17][CH2:18][CH2:19][C:20]1[CH:21]=[C:22]([S:26]([NH2:29])(=[O:28])=[O:27])[CH:23]=[CH:24][CH:25]=1. The catalyst class is: 19. (4) Reactant: [BrH:1].[NH2:2][C:3]1[CH:8]=[C:7]([O:9][CH3:10])[C:6]([O:11][CH3:12])=[CH:5][C:4]=1[C:13]([C:15]1[CH:20]=[CH:19][CH:18]=[CH:17][CH:16]=1)=[O:14]. Product: [NH2:2][C:3]1[C:8]([Br:1])=[C:7]([O:9][CH3:10])[C:6]([O:11][CH3:12])=[CH:5][C:4]=1[C:13]([C:15]1[CH:20]=[CH:19][CH:18]=[CH:17][CH:16]=1)=[O:14]. The catalyst class is: 374. (5) Reactant: [Cl:1][C:2]1[CH:10]=[CH:9][C:5]([C:6]([NH2:8])=[O:7])=[C:4]([O:11][CH3:12])[CH:3]=1.Cl[C:14]([S:16]Cl)=[O:15]. Product: [Cl:1][C:2]1[CH:10]=[CH:9][C:5]([C:6]2[O:7][C:14](=[O:15])[S:16][N:8]=2)=[C:4]([O:11][CH3:12])[CH:3]=1. The catalyst class is: 7. (6) Reactant: [F:1][C:2]1[CH:7]=[C:6]([C:8]([O:10]C)=[O:9])[CH:5]=[CH:4][C:3]=1[C:12]1[CH:17]=[CH:16][C:15]([O:18][CH2:19][CH:20]2[CH2:25][CH2:24][N:23]([CH2:26][C:27]([F:30])([CH3:29])[CH3:28])[CH2:22][CH2:21]2)=[CH:14][C:13]=1[F:31].O[Li].O.Cl. Product: [F:1][C:2]1[CH:7]=[C:6]([C:8]([OH:10])=[O:9])[CH:5]=[CH:4][C:3]=1[C:12]1[CH:17]=[CH:16][C:15]([O:18][CH2:19][CH:20]2[CH2:21][CH2:22][N:23]([CH2:26][C:27]([F:30])([CH3:28])[CH3:29])[CH2:24][CH2:25]2)=[CH:14][C:13]=1[F:31]. The catalyst class is: 20.